This data is from Peptide-MHC class I binding affinity with 185,985 pairs from IEDB/IMGT. The task is: Regression. Given a peptide amino acid sequence and an MHC pseudo amino acid sequence, predict their binding affinity value. This is MHC class I binding data. (1) The peptide sequence is MLDLQPETT. The MHC is HLA-A02:01 with pseudo-sequence HLA-A02:01. The binding affinity (normalized) is 0.370. (2) The peptide sequence is EIIPKIKAY. The MHC is HLA-B40:01 with pseudo-sequence HLA-B40:01. The binding affinity (normalized) is 0.0847. (3) The peptide sequence is IVNCLSLSNL. The MHC is HLA-A02:02 with pseudo-sequence HLA-A02:02. The binding affinity (normalized) is 0.462. (4) The binding affinity (normalized) is 0.379. The peptide sequence is ELQENITAH. The MHC is HLA-A26:01 with pseudo-sequence HLA-A26:01.